Dataset: Catalyst prediction with 721,799 reactions and 888 catalyst types from USPTO. Task: Predict which catalyst facilitates the given reaction. (1) Reactant: [F:1][C:2]([F:41])([F:40])[C:3]1[CH:4]=[C:5]([CH:33]=[C:34]([C:36]([F:39])([F:38])[F:37])[CH:35]=1)[CH2:6][N:7]([CH2:12][C:13]1[CH:18]=[C:17]([N+:19]([O-])=O)[CH:16]=[CH:15][C:14]=1[C:22]1[CH:27]=[C:26]([CH:28]([CH3:30])[CH3:29])[CH:25]=[CH:24][C:23]=1[O:31][CH3:32])[C:8](=[O:11])[O:9][CH3:10].[H][H]. Product: [NH2:19][C:17]1[CH:16]=[CH:15][C:14]([C:22]2[CH:27]=[C:26]([CH:28]([CH3:30])[CH3:29])[CH:25]=[CH:24][C:23]=2[O:31][CH3:32])=[C:13]([CH2:12][N:7]([CH2:6][C:5]2[CH:33]=[C:34]([C:36]([F:37])([F:38])[F:39])[CH:35]=[C:3]([C:2]([F:1])([F:40])[F:41])[CH:4]=2)[C:8](=[O:11])[O:9][CH3:10])[CH:18]=1. The catalyst class is: 19. (2) Reactant: [N:1]1[C:10]2[C:5](=[CH:6][CH:7]=[C:8]([OH:11])[CH:9]=2)[CH:4]=[CH:3][CH:2]=1.Cl[C:13]([F:19])([F:18])C(O[Na])=O.C([O-])([O-])=O.[K+].[K+]. Product: [F:18][CH:13]([F:19])[O:11][C:8]1[CH:9]=[C:10]2[C:5]([CH:4]=[CH:3][CH:2]=[N:1]2)=[CH:6][CH:7]=1. The catalyst class is: 18. (3) Reactant: C([O:5][C:6](=[O:38])[CH2:7][N:8]1[CH:12]=[C:11]([NH:13][C:14]2[N:37]=[C:17]3[C:18]([N:22]4[CH2:27][CH2:26][C:25]([C:30]5[CH:35]=[CH:34][C:33]([Cl:36])=[CH:32][CH:31]=5)([CH2:28][OH:29])[CH2:24][CH2:23]4)=[CH:19][CH:20]=[CH:21][N:16]3[N:15]=2)[CH:10]=[N:9]1)(C)(C)C.Cl. Product: [Cl:36][C:33]1[CH:34]=[CH:35][C:30]([C:25]2([CH2:28][OH:29])[CH2:26][CH2:27][N:22]([C:18]3[C:17]4[N:16]([N:15]=[C:14]([NH:13][C:11]5[CH:10]=[N:9][N:8]([CH2:7][C:6]([OH:38])=[O:5])[CH:12]=5)[N:37]=4)[CH:21]=[CH:20][CH:19]=3)[CH2:23][CH2:24]2)=[CH:31][CH:32]=1. The catalyst class is: 12. (4) Reactant: [CH3:1][S:2]([OH:5])(=[O:4])=[O:3].[Si]([O:13][CH2:14][CH2:15][N:16]([C:41]#[N:42])[C:17]1[CH:22]=[CH:21][C:20]([NH:23][C:24]([C:26]2[NH:30][CH:29]=[N:28][C:27]=2[C:31]([NH:33][C:34]2[CH:39]=[CH:38][C:37]([Cl:40])=[CH:36][CH:35]=2)=[O:32])=[O:25])=[CH:19][CH:18]=1)(C(C)(C)C)(C)C. Product: [CH3:1][S:2]([OH:5])(=[O:4])=[O:3].[Cl:40][C:37]1[CH:36]=[CH:35][C:34]([NH:33][C:31]([C:27]2[N:28]=[CH:29][NH:30][C:26]=2[C:24]([NH:23][C:20]2[CH:19]=[CH:18][C:17]([N:16]3[CH2:15][CH2:14][O:13][C:41]3=[NH:42])=[CH:22][CH:21]=2)=[O:25])=[O:32])=[CH:39][CH:38]=1. The catalyst class is: 10. (5) Reactant: Br[C:2]1[CH:3]=[C:4]2[C:8](=[CH:9][CH:10]=1)[NH:7][C:6](=[O:11])[C:5]12[CH2:16][CH2:15][CH2:14][CH2:13][CH2:12]1.B([C:20]1[N:21]([C:25]([O:27][C:28]([CH3:31])([CH3:30])[CH3:29])=[O:26])[CH:22]=[CH:23][CH:24]=1)(O)O.C([O-])([O-])=O.[K+].[K+]. Product: [O:11]=[C:6]1[C:5]2([CH2:16][CH2:15][CH2:14][CH2:13][CH2:12]2)[C:4]2[C:8](=[CH:9][CH:10]=[C:2]([C:20]3[N:21]([C:25]([O:27][C:28]([CH3:31])([CH3:30])[CH3:29])=[O:26])[CH:22]=[CH:23][CH:24]=3)[CH:3]=2)[NH:7]1. The catalyst class is: 257. (6) Reactant: C(N(CC)CC)C.[CH3:8][N:9]1[C:17]2[C:12](=[CH:13][CH:14]=[CH:15][CH:16]=2)[C:11]([CH:18]=[O:19])=[N:10]1.[CH3:20][O:21][C:22]1[CH:23]=[C:24]([CH:35]=[CH:36][CH:37]=1)[N:25]=[CH:26][C:27]1[CH:28]=[N:29][C:30]([O:33][CH3:34])=[CH:31][CH:32]=1. Product: [CH3:20][O:21][C:22]1[CH:23]=[C:24]([NH:25][CH:26]([C:27]2[CH:28]=[N:29][C:30]([O:33][CH3:34])=[CH:31][CH:32]=2)[C:18]([C:11]2[C:12]3[C:17](=[CH:16][CH:15]=[CH:14][CH:13]=3)[N:9]([CH3:8])[N:10]=2)=[O:19])[CH:35]=[CH:36][CH:37]=1. The catalyst class is: 433. (7) Reactant: [H-].[Na+].[F:3][C:4]1[CH:25]=[CH:24][CH:23]=[CH:22][C:5]=1[CH2:6][C:7]1([CH2:20][OH:21])[CH2:12][CH2:11][CH2:10][N:9]([C:13]([O:15][C:16]([CH3:19])([CH3:18])[CH3:17])=[O:14])[CH2:8]1.I[CH3:27]. Product: [F:3][C:4]1[CH:25]=[CH:24][CH:23]=[CH:22][C:5]=1[CH2:6][C:7]1([CH2:20][O:21][CH3:27])[CH2:12][CH2:11][CH2:10][N:9]([C:13]([O:15][C:16]([CH3:19])([CH3:17])[CH3:18])=[O:14])[CH2:8]1. The catalyst class is: 1.